From a dataset of Forward reaction prediction with 1.9M reactions from USPTO patents (1976-2016). Predict the product of the given reaction. (1) Given the reactants N[C:2]1[CH:10]=[C:9]([C:11]([O:13][CH3:14])=[O:12])[CH:8]=[C:7]2[C:3]=1[CH:4]=[CH:5][NH:6]2.Cl.N([O-])=O.[Na+].[I-:20].[Na+], predict the reaction product. The product is: [I:20][C:2]1[CH:10]=[C:9]([C:11]([O:13][CH3:14])=[O:12])[CH:8]=[C:7]2[C:3]=1[CH:4]=[CH:5][NH:6]2. (2) The product is: [F:1][C:2]1[CH:3]=[N:4][C:5]([NH:11][C:12]2[CH:17]=[CH:16][C:15]([F:18])=[CH:14][CH:13]=2)=[C:6]([CH:10]=1)[C:7]([NH:20][C:21]([CH3:26])([CH2:24][CH3:25])[C:22]#[CH:23])=[O:9]. Given the reactants [F:1][C:2]1[CH:3]=[N:4][C:5]([NH:11][C:12]2[CH:17]=[CH:16][C:15]([F:18])=[CH:14][CH:13]=2)=[C:6]([CH:10]=1)[C:7]([OH:9])=O.Cl.[NH2:20][C:21]([CH3:26])([CH2:24][CH3:25])[C:22]#[CH:23].C1C=CC2N(O)N=NC=2C=1.CCN=C=NCCCN(C)C.CCN(C(C)C)C(C)C, predict the reaction product.